This data is from Catalyst prediction with 721,799 reactions and 888 catalyst types from USPTO. The task is: Predict which catalyst facilitates the given reaction. Reactant: [F:1][CH2:2][CH2:3][CH2:4][C:5]1[CH:10]=[CH:9][CH:8]=[CH:7][CH:6]=1.[Cl:11][S:12](O)(=[O:14])=[O:13].P(Cl)(Cl)(Cl)(Cl)Cl. Product: [F:1][CH2:2][CH2:3][CH2:4][C:5]1[CH:10]=[CH:9][C:8]([S:12]([Cl:11])(=[O:14])=[O:13])=[CH:7][CH:6]=1. The catalyst class is: 4.